Dataset: Forward reaction prediction with 1.9M reactions from USPTO patents (1976-2016). Task: Predict the product of the given reaction. (1) Given the reactants [CH3:1][N:2]1[C:6]([C:7]2[S:11][C:10]([C:12](O)=[O:13])=[CH:9][CH:8]=2)=[CH:5][C:4]([C:15]([F:18])([F:17])[F:16])=[N:3]1.C(Cl)(=O)C([Cl:22])=O.CN(C=O)C, predict the reaction product. The product is: [CH3:1][N:2]1[C:6]([C:7]2[S:11][C:10]([C:12]([Cl:22])=[O:13])=[CH:9][CH:8]=2)=[CH:5][C:4]([C:15]([F:18])([F:17])[F:16])=[N:3]1. (2) Given the reactants [NH2:1][C:2]1[NH:6][N:5]=[C:4]([C:7]2[CH:12]=[CH:11][C:10]([O:13][C:14]3[CH:19]=[CH:18][CH:17]=[CH:16][CH:15]=3)=[CH:9][CH:8]=2)[C:3]=1[C:20]#[N:21].[OH2:22], predict the reaction product. The product is: [NH2:1][C:2]1[NH:6][N:5]=[C:4]([C:7]2[CH:8]=[CH:9][C:10]([O:13][C:14]3[CH:19]=[CH:18][CH:17]=[CH:16][CH:15]=3)=[CH:11][CH:12]=2)[C:3]=1[C:20]([NH2:21])=[O:22]. (3) Given the reactants [CH3:1][C:2]1[CH:3]=[CH:4][N:5]2[C:10]=1[C:9](=[O:11])[N:8]([C:12]1[CH:17]=[CH:16][CH:15]=[CH:14][CH:13]=1)[C:7]([C@@H:18]([NH:20][C:21]1[C:22]3[C:29]([C:30]4[CH:35]=[CH:34][CH:33]=[C:32]([C:36]5[O:37][C:38]([CH3:41])=[N:39][N:40]=5)[CH:31]=4)=[CH:28][N:27](COCC[Si](C)(C)C)[C:23]=3[N:24]=[CH:25][N:26]=1)[CH3:19])=[N:6]2.FC(F)(F)C(O)=O.N, predict the reaction product. The product is: [CH3:1][C:2]1[CH:3]=[CH:4][N:5]2[C:10]=1[C:9](=[O:11])[N:8]([C:12]1[CH:17]=[CH:16][CH:15]=[CH:14][CH:13]=1)[C:7]([C@@H:18]([NH:20][C:21]1[C:22]3[C:29]([C:30]4[CH:35]=[CH:34][CH:33]=[C:32]([C:36]5[O:37][C:38]([CH3:41])=[N:39][N:40]=5)[CH:31]=4)=[CH:28][NH:27][C:23]=3[N:24]=[CH:25][N:26]=1)[CH3:19])=[N:6]2. (4) Given the reactants FC(F)(F)S(O[C:7]1[CH2:16][CH2:15][C:10]2([O:14][CH2:13][CH2:12][O:11]2)[CH2:9][CH:8]=1)(=O)=O.[B:19]1([B:19]2[O:23][C:22]([CH3:25])([CH3:24])[C:21]([CH3:27])([CH3:26])[O:20]2)[O:23][C:22]([CH3:25])([CH3:24])[C:21]([CH3:27])([CH3:26])[O:20]1.C(Cl)Cl.C([O-])(=O)C.[K+], predict the reaction product. The product is: [CH3:26][C:21]1([CH3:27])[C:22]([CH3:25])([CH3:24])[O:23][B:19]([C:7]2[CH2:16][CH2:15][C:10]3([O:14][CH2:13][CH2:12][O:11]3)[CH2:9][CH:8]=2)[O:20]1. (5) The product is: [CH:11]1([C:9]2[C:8]([CH3:14])=[CH:7][C:6]([CH3:15])=[C:5]([CH2:4][C:3]([OH:16])=[O:2])[CH:10]=2)[CH2:12][CH2:13]1. Given the reactants C[O:2][C:3](=[O:16])[CH2:4][C:5]1[CH:10]=[C:9]([CH:11]2[CH2:13][CH2:12]2)[C:8]([CH3:14])=[CH:7][C:6]=1[CH3:15].[OH-].[Na+], predict the reaction product.